Dataset: Full USPTO retrosynthesis dataset with 1.9M reactions from patents (1976-2016). Task: Predict the reactants needed to synthesize the given product. (1) The reactants are: Cl[C:2]1[N:7]=[CH:6][N:5]=[C:4]([NH:8][C:9]2[CH:14]=[CH:13][C:12]([P:15]([CH3:18])([CH3:17])=[O:16])=[CH:11][CH:10]=2)[N:3]=1.C(N(CC)CC)C.[NH2:26][N:27]1[CH2:32][CH2:31][N:30]([CH3:33])[CH2:29][CH2:28]1. Given the product [CH3:17][P:15]([C:12]1[CH:13]=[CH:14][C:9]([NH:8][C:4]2[N:3]=[C:2]([NH:26][N:27]3[CH2:32][CH2:31][N:30]([CH3:33])[CH2:29][CH2:28]3)[N:7]=[CH:6][N:5]=2)=[CH:10][CH:11]=1)([CH3:18])=[O:16], predict the reactants needed to synthesize it. (2) Given the product [Br:16][C:17]([CH3:22])([CH3:18])[C:23]([C:25]1[CH:30]=[CH:29][C:28]([S:31][CH3:32])=[CH:27][CH:26]=1)=[O:24], predict the reactants needed to synthesize it. The reactants are: CC(C)C(C1C=CC(SC)=CC=1)=O.BrBr.[Br:16][C:17]1([C:23]([C:25]2[CH:30]=[CH:29][C:28]([S:31][CH3:32])=[CH:27][CH:26]=2)=[O:24])[CH2:22]CCC[CH2:18]1. (3) Given the product [Cl:23][C:18]1[N:17]=[C:16]([C:3]2([C:1]#[N:2])[CH2:8][CH2:7][N:6]([C:9]([O:11][C:12]([CH3:14])([CH3:15])[CH3:13])=[O:10])[CH2:5][CH2:4]2)[CH:21]=[C:20]([NH:24][C:25]2[CH:30]=[C:29]([C:31]([F:33])([F:32])[F:34])[CH:28]=[CH:27][N:26]=2)[N:19]=1, predict the reactants needed to synthesize it. The reactants are: [C:1]([C:3]1([C:16]2[CH:21]=[C:20](Cl)[N:19]=[C:18]([Cl:23])[N:17]=2)[CH2:8][CH2:7][N:6]([C:9]([O:11][C:12]([CH3:15])([CH3:14])[CH3:13])=[O:10])[CH2:5][CH2:4]1)#[N:2].[NH2:24][C:25]1[CH:30]=[C:29]([C:31]([F:34])([F:33])[F:32])[CH:28]=[CH:27][N:26]=1.C1(P(C2C=CC=CC=2)C2C3OC4C(=CC=CC=4P(C4C=CC=CC=4)C4C=CC=CC=4)C(C)(C)C=3C=CC=2)C=CC=CC=1.CC(C)([O-])C.[Na+]. (4) The reactants are: [C:1]([O:5][C:6]([NH:8][CH2:9][C:10]1[CH:15]=[CH:14][C:13]([CH:16](O)[CH2:17][C:18]([O:20][CH2:21][CH3:22])=[O:19])=[CH:12][CH:11]=1)=[O:7])([CH3:4])([CH3:3])[CH3:2].C(N(CC)CC)C.CS(Cl)(=O)=O.C1CCN2C(=NCCC2)CC1. Given the product [C:1]([O:5][C:6]([NH:8][CH2:9][C:10]1[CH:11]=[CH:12][C:13]([CH:16]=[CH:17][C:18]([O:20][CH2:21][CH3:22])=[O:19])=[CH:14][CH:15]=1)=[O:7])([CH3:4])([CH3:3])[CH3:2], predict the reactants needed to synthesize it. (5) Given the product [NH2:28][C:29]([CH2:34][OH:35])([CH2:32][OH:33])[CH2:30][OH:31].[Cl:1][C:2]1[CH:27]=[CH:26][C:5]2[C:6](=[O:25])[N:7]=[C:8]([C:10]3[N:15]=[C:14]([CH2:16][CH2:17][C:18]([OH:20])=[O:19])[CH:13]=[C:12]([S:21]([CH3:24])(=[O:22])=[O:23])[CH:11]=3)[S:9][C:4]=2[CH:3]=1, predict the reactants needed to synthesize it. The reactants are: [Cl:1][C:2]1[CH:27]=[CH:26][C:5]2[C:6](=[O:25])[N:7]=[C:8]([C:10]3[N:15]=[C:14]([CH2:16][CH2:17][C:18]([OH:20])=[O:19])[CH:13]=[C:12]([S:21]([CH3:24])(=[O:23])=[O:22])[CH:11]=3)[S:9][C:4]=2[CH:3]=1.[NH2:28][C:29]([CH2:34][OH:35])([CH2:32][OH:33])[CH2:30][OH:31]. (6) Given the product [ClH:38].[N:39]12[CH2:44][CH2:43][CH:42]([CH2:45][CH2:46]1)[C@@H:41]([NH:47][C:48]([C:50]1[O:51][C:52]3[C:58]([C:2]4[CH:7]=[CH:6][C:5]([N:8]5[CH2:13][CH2:12][O:11][CH2:10][C:9]5=[O:14])=[CH:4][CH:3]=4)=[CH:57][CH:56]=[CH:55][C:53]=3[CH:54]=1)=[O:49])[CH2:40]2, predict the reactants needed to synthesize it. The reactants are: Br[C:2]1[CH:7]=[CH:6][C:5]([N:8]2[CH2:13][CH2:12][O:11][CH2:10][C:9]2=[O:14])=[CH:4][CH:3]=1.B1(B2OC(C)(C)C(C)(C)O2)OC(C)(C)C(C)(C)O1.C([O-])(=O)C.[K+].[ClH:38].[N:39]12[CH2:46][CH2:45][CH:42]([CH2:43][CH2:44]1)[C@@H:41]([NH:47][C:48]([C:50]1[O:51][C:52]3[C:58](Br)=[CH:57][CH:56]=[CH:55][C:53]=3[CH:54]=1)=[O:49])[CH2:40]2.C(=O)([O-])[O-].[Na+].[Na+]. (7) Given the product [CH2:20]([CH:22]([C:23]1[C:24]([C:25]#[N:26])=[C:12]([C:14]2[CH:19]=[CH:18][CH:17]=[CH:16][CH:15]=2)[C:3]2[C:2](=[CH:7][CH:6]=[C:5]([C:8]([F:11])([F:10])[F:9])[CH:4]=2)[N:1]=1)[CH2:28][CH3:29])[CH3:21], predict the reactants needed to synthesize it. The reactants are: [NH2:1][C:2]1[CH:7]=[CH:6][C:5]([C:8]([F:11])([F:10])[F:9])=[CH:4][C:3]=1[C:12]([C:14]1[CH:19]=[CH:18][CH:17]=[CH:16][CH:15]=1)=O.[CH2:20]([CH:22]([CH2:28][CH3:29])[C:23](=O)[CH2:24][C:25]#[N:26])[CH3:21]. (8) Given the product [Cl:10][C:11]1[N:16]=[C:15]([CH:17]2[CH2:18][CH2:19]2)[C:14]([I:20])=[C:13]([CH:12]=1)[CH:21]=[O:22], predict the reactants needed to synthesize it. The reactants are: CC(C[AlH]CC(C)C)C.[Cl:10][C:11]1[N:16]=[C:15]([CH:17]2[CH2:19][CH2:18]2)[C:14]([I:20])=[C:13]([C:21](OC)=[O:22])[CH:12]=1. (9) Given the product [O:1]1[CH:5]=[CH:4][CH:3]=[C:2]1[CH2:6][NH:7][C:8]([C:10]1[CH:19]=[CH:18][C:17]2[C:12](=[C:13]([C:23]3[S:27][C:26]([C:28]([OH:30])=[O:29])=[CH:25][CH:24]=3)[CH:14]=[N:15][CH:16]=2)[N:11]=1)=[O:9], predict the reactants needed to synthesize it. The reactants are: [O:1]1[CH:5]=[CH:4][CH:3]=[C:2]1[CH2:6][NH:7][C:8]([C:10]1[CH:19]=[CH:18][C:17]2[C:12](=[C:13](Br)[CH:14]=[N:15][CH:16]=2)[N:11]=1)=[O:9].OB(O)[C:23]1[S:27][C:26]([C:28]([OH:30])=[O:29])=[CH:25][CH:24]=1.C(=O)([O-])[O-].[Na+].[Na+].COCCOC.